From a dataset of Forward reaction prediction with 1.9M reactions from USPTO patents (1976-2016). Predict the product of the given reaction. (1) Given the reactants [CH3:1][CH:2](O)[CH3:3].[CH3:5]CO[Si](OCC)(OCC)OCC.[C:18]1([Si:24]([O:31][CH2:32][CH3:33])(OCC)OCC)[CH:23]=[CH:22][CH:21]=[CH:20][CH:19]=1.[N+]([O-])(O)=O.[CH2:38]([OH:42])[CH2:39][CH2:40]C.C(O)C.[OH2:46], predict the reaction product. The product is: [C:18]1([Si:24]([O:42][CH2:38][CH2:39][CH3:40])([O:31][CH2:32][CH2:33][CH3:5])[O:46][CH2:1][CH2:2][CH3:3])[CH:19]=[CH:20][CH:21]=[CH:22][CH:23]=1. (2) Given the reactants [Cl:1][C:2]1[CH:7]=[C:6]([O:8][CH3:9])[C:5]([O:10][CH2:11][C:12]2[C:17]([O:18][CH3:19])=[CH:16][CH:15]=[C:14]([F:20])[C:13]=2[F:21])=[CH:4][C:3]=1[N:22]1[C:30](=[O:31])[NH:29][C:28]2[C:23]1=[N:24][C:25]([CH2:34][OH:35])=[N:26][C:27]=2[O:32][CH3:33].CC([OH:39])C.O.C(OCC)(=O)C, predict the reaction product. The product is: [C:34]([C:25]1[N:24]=[C:23]2[C:28]([NH:29][C:30](=[O:31])[N:22]2[C:3]2[CH:4]=[C:5]([O:10][CH2:11][C:12]3[C:17]([O:18][CH3:19])=[CH:16][CH:15]=[C:14]([F:20])[C:13]=3[F:21])[C:6]([O:8][CH3:9])=[CH:7][C:2]=2[Cl:1])=[C:27]([O:32][CH3:33])[N:26]=1)([OH:39])=[O:35]. (3) Given the reactants C(=O)([O-])[O-].[K+].[N:6]1[C:15]2[CH:14]=[C:13]3[CH2:16][CH2:17][NH:18][CH2:19][CH2:20][C:12]3=[CH:11][C:10]=2[N:9]=[CH:8][CH:7]=1.[K+].FC(F)(F)C(N1CCC2C(=CC3N=CC=NC=3C=2)CC1)=O, predict the reaction product. The product is: [N:6]1[C:15]2[CH:14]=[C:13]3[CH2:16][CH2:17][NH:18][CH2:19][CH2:20][C:12]3=[CH:11][C:10]=2[N:9]=[CH:8][CH:7]=1. (4) Given the reactants [C:1]1([CH2:7][C:8]([C:10]2[CH:15]=[CH:14][C:13]([CH3:16])=[CH:12][CH:11]=2)=[O:9])[CH:6]=[CH:5][CH:4]=[CH:3][CH:2]=1.[N:17](OC(C)(C)C)=[O:18].[O-]CC.[Na+], predict the reaction product. The product is: [OH:18][N:17]=[C:7]([C:1]1[CH:2]=[CH:3][CH:4]=[CH:5][CH:6]=1)[C:8]([C:10]1[CH:15]=[CH:14][C:13]([CH3:16])=[CH:12][CH:11]=1)=[O:9].